Dataset: Forward reaction prediction with 1.9M reactions from USPTO patents (1976-2016). Task: Predict the product of the given reaction. Given the reactants C(O[C:4]([C:6]1[CH:7]=[C:8]2[C:12](=[CH:13][CH:14]=1)[NH:11][N:10]=[C:9]2[C:15]1[N:16]=[CH:17][C:18]2[C:23]([CH:24]=1)=[CH:22][CH:21]=[CH:20][CH:19]=2)=[NH:5])C.C(N(CC)CC)C.[N:32]1([CH2:38][C:39]([NH:41][NH2:42])=O)[CH2:37][CH2:36][O:35][CH2:34][CH2:33]1, predict the reaction product. The product is: [N:32]1([CH2:38][CH:39]2[N:41]=[N:42][C:4]([C:6]3[CH:7]=[C:8]4[C:12](=[CH:13][CH:14]=3)[NH:11][N:10]=[C:9]4[C:15]3[N:16]=[CH:17][C:18]4[C:23]([CH:24]=3)=[CH:22][CH:21]=[CH:20][CH:19]=4)=[N:5]2)[CH2:37][CH2:36][O:35][CH2:34][CH2:33]1.